Dataset: Full USPTO retrosynthesis dataset with 1.9M reactions from patents (1976-2016). Task: Predict the reactants needed to synthesize the given product. (1) Given the product [CH3:60][CH:59]([CH3:61])[CH:50]([NH:49][C:45]1[CH:44]=[C:43]([C:9]2[C:17]3[C:12](=[N:13][CH:14]=[C:15]([S:18]([CH2:21][CH2:22][C:23]([O:25][CH3:26])=[O:24])(=[O:19])=[O:20])[CH:16]=3)[N:11]([CH2:27][O:28][CH2:29][CH2:30][Si:31]([CH3:33])([CH3:34])[CH3:32])[CH:10]=2)[CH:48]=[N:47][CH:46]=1)[C:51](=[O:52])[NH:53][CH2:54][C:55]([F:58])([F:57])[F:56], predict the reactants needed to synthesize it. The reactants are: CC1(C)C(C)(C)OB([C:9]2[C:17]3[C:12](=[N:13][CH:14]=[C:15]([S:18]([CH2:21][CH2:22][C:23]([O:25][CH3:26])=[O:24])(=[O:20])=[O:19])[CH:16]=3)[N:11]([CH2:27][O:28][CH2:29][CH2:30][Si:31]([CH3:34])([CH3:33])[CH3:32])[CH:10]=2)O1.C(=O)([O-])[O-].[Na+].[Na+].Br[C:43]1[CH:44]=[C:45]([NH:49][CH:50]([CH:59]([CH3:61])[CH3:60])[C:51]([NH:53][CH2:54][C:55]([F:58])([F:57])[F:56])=[O:52])[CH:46]=[N:47][CH:48]=1. (2) Given the product [F:1][C:2]1[CH:3]=[C:4]([CH:29]=[CH:30][C:31]=1[F:32])[CH2:5][O:6][C:7]1[N:12]=[C:11]([NH:13][C:33](=[O:35])[CH3:34])[C:10]([C:14]2[CH:19]=[CH:18][C:17]([Cl:20])=[CH:16][CH:15]=2)=[C:9]([C:21]2[CH:26]=[CH:25][C:24]([Cl:27])=[CH:23][C:22]=2[Cl:28])[N:8]=1, predict the reactants needed to synthesize it. The reactants are: [F:1][C:2]1[CH:3]=[C:4]([CH:29]=[CH:30][C:31]=1[F:32])[CH2:5][O:6][C:7]1[N:12]=[C:11]([NH2:13])[C:10]([C:14]2[CH:19]=[CH:18][C:17]([Cl:20])=[CH:16][CH:15]=2)=[C:9]([C:21]2[CH:26]=[CH:25][C:24]([Cl:27])=[CH:23][C:22]=2[Cl:28])[N:8]=1.[C:33](OC(=O)C)(=[O:35])[CH3:34]. (3) The reactants are: [ClH:1].[F:2][C:3]1[CH:4]=[C:5]([CH:31]=[CH:32][C:33]=1[O:34]CC1C=CC=CC=1)[CH2:6][C@H:7]([NH:27][C:28](=[O:30])[CH3:29])[C@H:8]([OH:26])[CH2:9][NH:10][C:11]1([C:17]2[CH:22]=[CH:21][CH:20]=[C:19]([CH:23]([CH3:25])[CH3:24])[CH:18]=2)[CH2:16][CH2:15][CH2:14][CH2:13][CH2:12]1. Given the product [ClH:1].[F:2][C:3]1[CH:4]=[C:5]([CH:31]=[CH:32][C:33]=1[OH:34])[CH2:6][C@H:7]([NH:27][C:28](=[O:30])[CH3:29])[C@H:8]([OH:26])[CH2:9][NH:10][C:11]1([C:17]2[CH:22]=[CH:21][CH:20]=[C:19]([CH:23]([CH3:25])[CH3:24])[CH:18]=2)[CH2:16][CH2:15][CH2:14][CH2:13][CH2:12]1, predict the reactants needed to synthesize it. (4) Given the product [NH2:29][CH2:28][CH2:27][N:26]([CH3:37])[C@@H:16]1[CH2:15][N:14]2[C:13]3[CH:12]=[C:11]([C:38]([NH:40][S:41]([N:44]([CH3:45])[CH2:46][CH:47]=[O:48])(=[O:42])=[O:43])=[O:39])[CH:10]=[CH:9][C:8]=3[C:7]([CH:1]3[CH2:2][CH2:3][CH2:4][CH2:5][CH2:6]3)=[C:21]2[C:20]2[CH:22]=[CH:23][CH:24]=[CH:25][C:19]=2[O:18][CH2:17]1, predict the reactants needed to synthesize it. The reactants are: [CH:1]1([C:7]2[C:8]3[CH:9]=[CH:10][C:11]([C:38]([NH:40][S:41]([N:44]([CH2:46][CH:47](OC)[O:48]C)[CH3:45])(=[O:43])=[O:42])=[O:39])=[CH:12][C:13]=3[N:14]3[C:21]=2[C:20]2[CH:22]=[CH:23][CH:24]=[CH:25][C:19]=2[O:18][CH2:17][C@H:16]([N:26]([CH3:37])[CH2:27][CH2:28][NH:29]C(=O)OC(C)(C)C)[CH2:15]3)[CH2:6][CH2:5][CH2:4][CH2:3][CH2:2]1.C(O)(C(F)(F)F)=O.O. (5) Given the product [CH3:7][C:6]1[CH:5]=[C:4]([C:13]([C:15]2[N:20]=[CH:19][CH:18]=[CH:17][N:16]=2)=[O:24])[O:3][C:2]=1[CH3:1], predict the reactants needed to synthesize it. The reactants are: [CH3:1][C:2]1[O:3][CH:4]=[CH:5][C:6]=1[CH3:7].C([Li])CCC.[C:13]([C:15]1[N:20]=[CH:19][CH:18]=[CH:17][N:16]=1)#N.Cl.C([O:24]CC)C. (6) Given the product [O:16]=[C:14]([C:11]1[CH:10]=[CH:9][C:8]([O:1][C:2]2[CH:3]=[CH:4][CH:5]=[CH:6][CH:7]=2)=[CH:13][N:12]=1)[CH2:19][C:18]([O:24][CH2:25][C:26]1[CH:31]=[CH:30][CH:29]=[CH:28][CH:27]=1)=[O:23], predict the reactants needed to synthesize it. The reactants are: [O:1]([C:8]1[CH:9]=[CH:10][C:11]([C:14]([OH:16])=O)=[N:12][CH:13]=1)[C:2]1[CH:7]=[CH:6][CH:5]=[CH:4][CH:3]=1.[Mg+].[C:18]([O:24][CH2:25][C:26]1[CH:31]=[CH:30][CH:29]=[CH:28][CH:27]=1)(=[O:23])[CH2:19]C([O-])=O. (7) Given the product [CH3:1][N:2]1[C:6]2[CH:7]=[CH:8][CH:9]=[CH:10][C:5]=2[N:4]=[C:3]1[CH2:11][O:12][C:13]1[CH:14]=[CH:15][C:16]([C:19]2[O:27][N:32]=[CH:31][C:20]=2[C:21]2[CH:26]=[CH:25][N:24]=[CH:23][CH:22]=2)=[CH:17][CH:18]=1, predict the reactants needed to synthesize it. The reactants are: [CH3:1][N:2]1[C:6]2[CH:7]=[CH:8][CH:9]=[CH:10][C:5]=2[N:4]=[C:3]1[CH2:11][O:12][C:13]1[CH:18]=[CH:17][C:16]([C:19](=[O:27])[CH2:20][C:21]2[CH:26]=[CH:25][N:24]=[CH:23][CH:22]=2)=[CH:15][CH:14]=1.C(O[CH:31](OCC)[NH:32]C(CC)(CC)CC)C. (8) Given the product [CH:1]([C:4]1[CH:5]=[C:6]([C@@H:10]([NH:14][C:44]([C:40]2[CH:39]=[C:38]3[C:43](=[CH:42][CH:41]=2)[N:35]([CH2:34][C:31]2[CH:30]=[CH:29][C:28]([C:23]4[C:22]([C:20]([OH:21])=[O:19])=[CH:27][CH:26]=[CH:25][CH:24]=4)=[CH:33][CH:32]=2)[C:36]([CH3:48])=[C:37]3[CH3:47])=[O:45])[CH:11]([CH3:13])[CH3:12])[CH:7]=[CH:8][CH:9]=1)([CH3:3])[CH3:2], predict the reactants needed to synthesize it. The reactants are: [CH:1]([C:4]1[CH:5]=[C:6]([C@@H:10]([NH2:14])[CH:11]([CH3:13])[CH3:12])[CH:7]=[CH:8][CH:9]=1)([CH3:3])[CH3:2].C([O:19][C:20]([C:22]1[CH:27]=[CH:26][CH:25]=[CH:24][C:23]=1[C:28]1[CH:33]=[CH:32][C:31]([CH2:34][N:35]2[C:43]3[C:38](=[CH:39][C:40]([C:44](O)=[O:45])=[CH:41][CH:42]=3)[C:37]([CH3:47])=[C:36]2[CH3:48])=[CH:30][CH:29]=1)=[O:21])(C)(C)C. (9) The reactants are: [C:1]([N:8]1[C:16]2[C:11](=[CH:12][C:13]([C:17]#[N:18])=[CH:14][CH:15]=2)[CH:10]=[C:9]1B(O)O)([O:3][C:4]([CH3:7])(C)C)=[O:2].[Cl:22][C:23]1[CH:28]=[C:27](I)[CH:26]=[C:25]([Cl:30])[CH:24]=1.[CH:31]1(NC2CCCCC2)CCCC[CH2:32]1. Given the product [C:17]([C:13]1[CH:12]=[C:11]2[C:16](=[CH:15][CH:14]=1)[N:8]([C:1]([O:3][CH2:4][CH2:7][CH2:31][CH3:32])=[O:2])[C:9]([C:27]1[CH:28]=[C:23]([Cl:22])[CH:24]=[C:25]([Cl:30])[CH:26]=1)=[CH:10]2)#[N:18], predict the reactants needed to synthesize it.